This data is from NCI-60 drug combinations with 297,098 pairs across 59 cell lines. The task is: Regression. Given two drug SMILES strings and cell line genomic features, predict the synergy score measuring deviation from expected non-interaction effect. (1) Synergy scores: CSS=6.52, Synergy_ZIP=-1.31, Synergy_Bliss=3.09, Synergy_Loewe=1.53, Synergy_HSA=1.41. Cell line: SF-295. Drug 1: CCN(CC)CCCC(C)NC1=C2C=C(C=CC2=NC3=C1C=CC(=C3)Cl)OC. Drug 2: CN(C(=O)NC(C=O)C(C(C(CO)O)O)O)N=O. (2) Drug 1: CC12CCC(CC1=CCC3C2CCC4(C3CC=C4C5=CN=CC=C5)C)O. Drug 2: CC12CCC3C(C1CCC2O)C(CC4=C3C=CC(=C4)O)CCCCCCCCCS(=O)CCCC(C(F)(F)F)(F)F. Cell line: HS 578T. Synergy scores: CSS=11.0, Synergy_ZIP=-1.15, Synergy_Bliss=5.21, Synergy_Loewe=3.86, Synergy_HSA=3.15. (3) Drug 1: CC1=C2C(C(=O)C3(C(CC4C(C3C(C(C2(C)C)(CC1OC(=O)C(C(C5=CC=CC=C5)NC(=O)C6=CC=CC=C6)O)O)OC(=O)C7=CC=CC=C7)(CO4)OC(=O)C)O)C)OC(=O)C. Drug 2: C(CCl)NC(=O)N(CCCl)N=O. Cell line: MOLT-4. Synergy scores: CSS=69.7, Synergy_ZIP=3.55, Synergy_Bliss=3.16, Synergy_Loewe=-5.88, Synergy_HSA=4.59. (4) Drug 1: CC=C1C(=O)NC(C(=O)OC2CC(=O)NC(C(=O)NC(CSSCCC=C2)C(=O)N1)C(C)C)C(C)C. Drug 2: CN(CC1=CN=C2C(=N1)C(=NC(=N2)N)N)C3=CC=C(C=C3)C(=O)NC(CCC(=O)O)C(=O)O. Cell line: NCI-H226. Synergy scores: CSS=14.0, Synergy_ZIP=0.155, Synergy_Bliss=-2.13, Synergy_Loewe=-18.5, Synergy_HSA=-7.02. (5) Drug 1: CC1C(C(=O)NC(C(=O)N2CCCC2C(=O)N(CC(=O)N(C(C(=O)O1)C(C)C)C)C)C(C)C)NC(=O)C3=C4C(=C(C=C3)C)OC5=C(C(=O)C(=C(C5=N4)C(=O)NC6C(OC(=O)C(N(C(=O)CN(C(=O)C7CCCN7C(=O)C(NC6=O)C(C)C)C)C)C(C)C)C)N)C. Drug 2: CC1=C(C=C(C=C1)C(=O)NC2=CC(=CC(=C2)C(F)(F)F)N3C=C(N=C3)C)NC4=NC=CC(=N4)C5=CN=CC=C5. Cell line: BT-549. Synergy scores: CSS=0.303, Synergy_ZIP=17.5, Synergy_Bliss=18.9, Synergy_Loewe=14.1, Synergy_HSA=11.2.